Task: Predict the product of the given reaction.. Dataset: Forward reaction prediction with 1.9M reactions from USPTO patents (1976-2016) (1) Given the reactants [CH2:1]([O:3][C:4]1[CH:5]=[C:6]2[C:11](=[C:12]3[CH2:16][C:15]([CH3:18])([CH3:17])[O:14][C:13]=13)[CH:10]([C:19]1[CH:24]=[CH:23][CH:22]=[CH:21][CH:20]=1)[NH:9][C:8]([CH3:26])([CH3:25])[CH2:7]2)[CH3:2].[OH:27]O, predict the reaction product. The product is: [CH2:1]([O:3][C:4]1[CH:5]=[C:6]2[C:11](=[C:12]3[CH2:16][C:15]([CH3:18])([CH3:17])[O:14][C:13]=13)[C:10]([C:19]1[CH:24]=[CH:23][CH:22]=[CH:21][CH:20]=1)=[N+:9]([O-:27])[C:8]([CH3:25])([CH3:26])[CH2:7]2)[CH3:2]. (2) Given the reactants CC1(C)C(C)(C)OB([C:9]2[CH:17]=[CH:16][CH:15]=[C:14]3[C:10]=2[CH:11]=[CH:12][NH:13]3)O1.Br[C:20]1[CH:21]=[C:22]([NH2:30])[C:23]2[C:24]([F:29])=[N:25][NH:26][C:27]=2[CH:28]=1.O.C(=O)([O-])[O-].[Na+].[Na+], predict the reaction product. The product is: [F:29][C:24]1[C:23]2[C:22]([NH2:30])=[CH:21][C:20]([C:9]3[CH:17]=[CH:16][CH:15]=[C:14]4[C:10]=3[CH:11]=[CH:12][NH:13]4)=[CH:28][C:27]=2[NH:26][N:25]=1. (3) Given the reactants Cl.CO[C:4](=[O:8])[CH2:5][NH:6][CH3:7].[C:9]([C:12]1[CH:46]=[CH:45][C:15]([O:16][CH2:17][C:18]2[CH:19]=[C:20]([NH:24][C:25](=[O:44])[C:26]3[CH:31]=[CH:30][CH:29]=[C:28]([C:32](=[C:34]4C(=O)OC(C)(C)[O:36][C:35]4=O)[OH:33])[CH:27]=3)[CH:21]=[CH:22][CH:23]=2)=[C:14]([CH2:47][CH2:48][CH3:49])[C:13]=1[OH:50])(=[O:11])[CH3:10].C(N(CC)CC)C.[OH-].[K+], predict the reaction product. The product is: [C:9]([C:12]1[CH:46]=[CH:45][C:15]([O:16][CH2:17][C:18]2[CH:19]=[C:20]([NH:24][C:25](=[O:44])[C:26]3[CH:31]=[CH:30][CH:29]=[C:28]([C:32]([OH:33])=[C:34]4[C:4](=[O:8])[CH2:5][N:6]([CH3:7])[C:35]4=[O:36])[CH:27]=3)[CH:21]=[CH:22][CH:23]=2)=[C:14]([CH2:47][CH2:48][CH3:49])[C:13]=1[OH:50])(=[O:11])[CH3:10]. (4) Given the reactants [CH3:1][C:2]([CH3:5])([O-:4])[CH3:3].[K+].[CH:7]1([C:10](Cl)=[O:11])[CH2:9][CH2:8]1.C(=O)(O)[O-].[Na+], predict the reaction product. The product is: [C:2]([O:4][C:10]([CH:7]1[CH2:9][CH2:8]1)=[O:11])([CH3:5])([CH3:3])[CH3:1]. (5) Given the reactants [CH2:1]([O:8][C:9]1[CH:14]=[C:13]([O:15][CH2:16][O:17][CH3:18])[CH:12]=[CH:11][C:10]=1[CH:19]([C:21]1[CH:26]=[CH:25][C:24]([O:27][Si](C(C)C)(C(C)C)C(C)C)=[CH:23][CH:22]=1)[OH:20])[C:2]1[CH:7]=[CH:6][CH:5]=[CH:4][CH:3]=1, predict the reaction product. The product is: [CH2:1]([O:8][C:9]1[CH:14]=[C:13]([O:15][CH2:16][O:17][CH3:18])[CH:12]=[CH:11][C:10]=1[C:19]([C:21]1[CH:22]=[CH:23][C:24]([OH:27])=[CH:25][CH:26]=1)=[O:20])[C:2]1[CH:3]=[CH:4][CH:5]=[CH:6][CH:7]=1. (6) Given the reactants Br[C:2]1[CH:3]=[C:4]2[C:10]([NH:11][C:12]([C:14]3[CH:15]=[N:16][N:17]([CH2:19][C:20]4[CH:25]=[CH:24][CH:23]=[CH:22][CH:21]=4)[CH:18]=3)=[O:13])=[CH:9][N:8]([S:26]([C:29]3[CH:34]=[CH:33][C:32]([CH3:35])=[CH:31][CH:30]=3)(=[O:28])=[O:27])[C:5]2=[N:6][CH:7]=1.[C:36]([O-:39])([O-])=O.[K+].[K+].Cl.Cl[CH2:44][CH2:45][CH2:46][N:47]([CH3:49])[CH3:48], predict the reaction product. The product is: [CH3:48][N:47]([CH3:49])[CH2:46][CH2:45][CH2:44][O:39][C:36]1[CH:5]=[CH:4][C:3]([C:2]2[CH:3]=[C:4]3[C:10]([NH:11][C:12]([C:14]4[CH:15]=[N:16][N:17]([CH2:19][C:20]5[CH:25]=[CH:24][CH:23]=[CH:22][CH:21]=5)[CH:18]=4)=[O:13])=[CH:9][N:8]([S:26]([C:29]4[CH:34]=[CH:33][C:32]([CH3:35])=[CH:31][CH:30]=4)(=[O:28])=[O:27])[C:5]3=[N:6][CH:7]=2)=[CH:2][CH:7]=1. (7) Given the reactants [CH2:1]([O:8][C:9](=[O:19])[NH:10][O:11][CH2:12][C:13]1[CH:18]=[CH:17][CH:16]=[CH:15][CH:14]=1)[C:2]1[CH:7]=[CH:6][CH:5]=[CH:4][CH:3]=1.[Br:20][CH2:21][CH2:22][CH2:23][C:24](O)=[O:25].C(Cl)Cl.C(Cl)CCl, predict the reaction product. The product is: [CH2:1]([O:8][C:9](=[O:19])[N:10]([C:24](=[O:25])[CH2:23][CH2:22][CH2:21][Br:20])[O:11][CH2:12][C:13]1[CH:14]=[CH:15][CH:16]=[CH:17][CH:18]=1)[C:2]1[CH:3]=[CH:4][CH:5]=[CH:6][CH:7]=1.